Dataset: Catalyst prediction with 721,799 reactions and 888 catalyst types from USPTO. Task: Predict which catalyst facilitates the given reaction. (1) The catalyst class is: 4. Reactant: [O:1]=[C:2]([N:8]1[CH2:13][CH:12]2[CH:10]([N:11]2[S:14]([C:17]2[C:22]([CH:23]([CH3:25])[CH3:24])=[CH:21][C:20]([CH:26]([CH3:28])[CH3:27])=[CH:19][C:18]=2[CH:29]([CH3:31])[CH3:30])(=[O:16])=[O:15])[CH2:9]1)[CH2:3][CH2:4][C:5]([OH:7])=[O:6].F[P-](F)(F)(F)(F)F.N1(O[P+](N(C)C)(N(C)C)N(C)C)C2C=CC=CC=2N=N1.O[N:60]1[C:64](=[O:65])[CH2:63][CH2:62][C:61]1=[O:66].C(N(C(C)C)CC)(C)C. Product: [O:66]=[C:61]1[CH2:62][CH2:63][C:64](=[O:65])[N:60]1[O:6][C:5](=[O:7])[CH2:4][CH2:3][C:2](=[O:1])[N:8]1[CH2:9][CH:10]2[CH:12]([N:11]2[S:14]([C:17]2[C:22]([CH:23]([CH3:24])[CH3:25])=[CH:21][C:20]([CH:26]([CH3:28])[CH3:27])=[CH:19][C:18]=2[CH:29]([CH3:31])[CH3:30])(=[O:16])=[O:15])[CH2:13]1. (2) Reactant: C(OC([NH:8][CH2:9][C:10]([NH:12][C@H:13]([CH3:36])[C:14]([NH:16][C:17]1[CH:22]=[CH:21][CH:20]=[CH:19][C:18]=1/[CH:23]=[CH:24]/[CH2:25][CH2:26][CH2:27][C:28](OCC(Cl)(Cl)Cl)=[O:29])=[O:15])=[O:11])=O)(C)(C)C.FC(F)(F)C(O)=O. Product: [CH3:36][C@@H:13]1[C:14](=[O:15])[NH:16][C:17]2[CH:22]=[CH:21][CH:20]=[CH:19][C:18]=2[CH:23]=[CH:24][CH2:25][CH2:26][CH2:27][C:28](=[O:29])[NH:8][CH2:9][C:10](=[O:11])[NH:12]1. The catalyst class is: 2. (3) Reactant: [C:1]([C:3]1[CH:8]=[CH:7][N:6]=[CH:5][C:4]=1B1OC(C)(C)C(C)(C)O1)#[N:2].C([O-])([O-])=O.[K+].[K+].Br[C:25]1[C:26]([N:45]2[CH2:49][C@H:48]([OH:50])[C@@H:47]([OH:51])[CH2:46]2)=[N:27][CH:28]=[C:29]([CH:44]=1)[C:30]([NH:32][C:33]1[CH:38]=[CH:37][C:36]([O:39][C:40]([Cl:43])([F:42])[F:41])=[CH:35][CH:34]=1)=[O:31]. Product: [Cl:43][C:40]([F:41])([F:42])[O:39][C:36]1[CH:37]=[CH:38][C:33]([NH:32][C:30]([C:29]2[CH:44]=[C:25]([C:4]3[CH:5]=[N:6][CH:7]=[CH:8][C:3]=3[C:1]#[N:2])[C:26]([N:45]3[CH2:46][C@H:47]([OH:51])[C@@H:48]([OH:50])[CH2:49]3)=[N:27][CH:28]=2)=[O:31])=[CH:34][CH:35]=1. The catalyst class is: 128.